The task is: Predict the reaction yield, written as a fraction of the theoretical maximum amount of product (1.0 means a 100% yield; for example, 0.34 means a 34% yield).. This data is from Reaction yield outcomes from USPTO patents with 853,638 reactions. (1) The reactants are [Cl:1][C:2]1[CH:7]=[C:6]([F:8])[CH:5]=[CH:4][C:3]=1[OH:9].F[C:11]1[CH:18]=[CH:17][CH:16]=[C:15]([C:19]([F:22])([F:21])[F:20])[C:12]=1[CH:13]=[O:14].C([O-])([O-])=O.[Cs+].[Cs+].O. The catalyst is CN(C=O)C. The product is [Cl:1][C:2]1[CH:7]=[C:6]([F:8])[CH:5]=[CH:4][C:3]=1[O:9][C:11]1[CH:18]=[CH:17][CH:16]=[C:15]([C:19]([F:20])([F:22])[F:21])[C:12]=1[CH:13]=[O:14]. The yield is 0.790. (2) The reactants are [CH2:1]([C:3]1[C:11](I)=[C:6]2[CH:7]=[CH:8][CH:9]=[CH:10][N:5]2[N:4]=1)[CH3:2].[O:13]1[CH2:18][CH2:17][CH:16]([C:19]([NH2:21])=[O:20])[CH2:15][CH2:14]1.P([O-])([O-])([O-])=O.[K+].[K+].[K+].C1(N)CCCCC1N. The catalyst is [Cu](I)I.C1(C)C(C)=CC=CC=1. The product is [CH2:1]([C:3]1[C:11]([NH:21][C:19]([CH:16]2[CH2:17][CH2:18][O:13][CH2:14][CH2:15]2)=[O:20])=[C:6]2[CH:7]=[CH:8][CH:9]=[CH:10][N:5]2[N:4]=1)[CH3:2]. The yield is 0.796. (3) No catalyst specified. The yield is 0.760. The product is [CH2:47]([C:34]([OH:35])([CH2:40][CH3:41])[CH2:33][O:32][C@H:30]1[CH2:29][C@H:28]([N:18]2[C:17](=[O:39])[C:16]([CH2:15][C:12]3[CH:13]=[CH:14][C:9]([C:4]4[C:3]([C:1]#[N:2])=[CH:8][CH:7]=[CH:6][CH:5]=4)=[CH:10][CH:11]=3)=[C:21]([CH2:22][CH2:23][CH3:24])[N:20]3[N:25]=[CH:26][N:27]=[C:19]23)[CH2:31]1)[CH3:48]. The reactants are [C:1]([C:3]1[CH:8]=[CH:7][CH:6]=[CH:5][C:4]=1[C:9]1[CH:14]=[CH:13][C:12]([CH2:15][C:16]2[C:17](=[O:39])[N:18]([C@H:28]3[CH2:31][C@H:30]([O:32][CH2:33][C:34](OCC)=[O:35])[CH2:29]3)[C:19]3[N:20]([N:25]=[CH:26][N:27]=3)[C:21]=2[CH2:22][CH2:23][CH3:24])=[CH:11][CH:10]=1)#[N:2].[CH2:40]([Mg]Br)[CH3:41].[Cl-].[NH4+].O1CC[CH2:48][CH2:47]1. (4) The reactants are [OH:1][C:2]1[CH:3]=[CH:4][C:5]2[NH:10][C:9](=[O:11])[O:8][C:7]([CH3:13])([CH3:12])[C:6]=2[CH:14]=1.C(N(CC)CC)C.[Cl:22][C:23]1[C:28]([Cl:29])=[CH:27][CH:26]=[CH:25][C:24]=1[S:30](Cl)(=[O:32])=[O:31]. The catalyst is C(Cl)Cl. The product is [CH3:13][C:7]1([CH3:12])[C:6]2[CH:14]=[C:2]([O:1][S:30]([C:24]3[CH:25]=[CH:26][CH:27]=[C:28]([Cl:29])[C:23]=3[Cl:22])(=[O:32])=[O:31])[CH:3]=[CH:4][C:5]=2[NH:10][C:9](=[O:11])[O:8]1. The yield is 0.750. (5) The reactants are C[N:2](C)[CH:3]=[CH:4][C:5]([C:7]1[C:12](=[O:13])[CH:11]=[CH:10][N:9]([C:14]2[CH:19]=[CH:18][C:17]([N:20]3[CH2:25][CH2:24][CH2:23][CH2:22][CH2:21]3)=[CH:16][CH:15]=2)[N:8]=1)=O.[C:27]1([NH:33]N)[CH:32]=[CH:31][CH:30]=[CH:29][CH:28]=1. The catalyst is CO. The product is [C:27]1([N:33]2[C:5]([C:7]3[C:12](=[O:13])[CH:11]=[CH:10][N:9]([C:14]4[CH:15]=[CH:16][C:17]([N:20]5[CH2:21][CH2:22][CH2:23][CH2:24][CH2:25]5)=[CH:18][CH:19]=4)[N:8]=3)=[CH:4][CH:3]=[N:2]2)[CH:32]=[CH:31][CH:30]=[CH:29][CH:28]=1. The yield is 0.0400. (6) The reactants are [CH3:1][C:2]1[CH:3]=[CH:4][CH:5]=[CH:6][C:7]=1[NH2:8].CCN(CC)CC.[CH3:16][C:17]([CH3:22])([CH3:21])[C:18](Cl)=[O:19]. The catalyst is C(Cl)Cl. The product is [CH3:16][C:17]([CH3:22])([CH3:21])[C:18]([NH:8][C:7]1[CH:6]=[CH:5][CH:4]=[CH:3][C:2]=1[CH3:1])=[O:19]. The yield is 0.920. (7) The reactants are [NH2:1][C@H:2]([C:7](=[O:9])[NH2:8])[CH2:3][C:4]([OH:6])=[O:5].O.C(=O)(O)[O-].[C:15](O)(=[O:26])[C:16]1[CH:25]=[CH:24][C:23]2[C:18](=[CH:19][CH:20]=[CH:21][CH:22]=2)[N:17]=1.Cl. The catalyst is COCCOC.CN(C)C=O. The product is [N:17]1[C:18]2[C:23](=[CH:22][CH:21]=[CH:20][CH:19]=2)[CH:24]=[CH:25][C:16]=1[C:15]([NH:1][C@H:2]([C:7](=[O:9])[NH2:8])[CH2:3][C:4]([OH:6])=[O:5])=[O:26]. The yield is 0.700.